Dataset: Reaction yield outcomes from USPTO patents with 853,638 reactions. Task: Predict the reaction yield, written as a fraction of the theoretical maximum amount of product (1.0 means a 100% yield; for example, 0.34 means a 34% yield). (1) The reactants are [Br:1][C:2]1[CH:3]=[C:4]([O:16][CH3:17])[CH:5]=[C:6]2[C:11]=1[NH:10][C:9]([C:12]([OH:14])=O)=[CH:8][C:7]2=[O:15].CN(C(ON1N=NC2C=CC=CC1=2)=[N+](C)C)C.[B-](F)(F)(F)F.C1C=CC2N(O)N=NC=2C=1.[O:50]1[CH2:55][CH2:54][N:53]([C:56]2[CH:62]=[CH:61][C:59]([NH2:60])=[CH:58][CH:57]=2)[CH2:52][CH2:51]1.C(N(C(C)C)CC)(C)C. The catalyst is CN(C)C=O. The product is [N:53]1([C:56]2[CH:57]=[CH:58][C:59]([NH:60][C:12]([C:9]3[NH:10][C:11]4[C:6]([C:7](=[O:15])[CH:8]=3)=[CH:5][C:4]([O:16][CH3:17])=[CH:3][C:2]=4[Br:1])=[O:14])=[CH:61][CH:62]=2)[CH2:52][CH2:51][O:50][CH2:55][CH2:54]1. The yield is 0.580. (2) The reactants are [Br:1][C:2]1(Br)[C:6]2[CH:7]=[N:8][CH:9]=[C:10](Br)[C:5]=2[NH:4][C:3]1=[O:12]. The catalyst is C(O)C.[Pd]. The product is [BrH:1].[NH:4]1[C:5]2[CH:10]=[CH:9][N:8]=[CH:7][C:6]=2[CH2:2][C:3]1=[O:12]. The yield is 0.850. (3) The reactants are [Cl:1][C:2]1[CH:7]=[CH:6][C:5](SC2C=CC=CC=2C=O)=[CH:4][CH:3]=1.Cl[C:18]1[CH:19]=[C:20]([CH:25]=[CH:26][CH:27]=1)[C:21]([O:23]O)=O.[S:28](S([O-])=O)([O-:31])(=O)=[O:29].[Na+].[Na+]. The catalyst is ClCCl. The product is [Cl:1][C:2]1[CH:7]=[CH:6][C:5]([S:28]([C:19]2[CH:18]=[CH:27][CH:26]=[CH:25][C:20]=2[CH:21]=[O:23])(=[O:31])=[O:29])=[CH:4][CH:3]=1. The yield is 0.460. (4) The reactants are [CH3:1][C:2]1[C:7]([N+:8]([O-])=O)=[CH:6][CH:5]=[CH:4][C:3]=1[NH:11][S:12]([CH3:15])(=[O:14])=[O:13].[H][H]. The catalyst is [Pd].C(OCC)(=O)C. The product is [NH2:8][C:7]1[C:2]([CH3:1])=[C:3]([NH:11][S:12]([CH3:15])(=[O:14])=[O:13])[CH:4]=[CH:5][CH:6]=1. The yield is 0.840. (5) The reactants are [N:1]1[C:10]2[C:5](=[CH:6][CH:7]=[CH:8][CH:9]=2)[C:4]([O:11][C@H:12]2[CH2:17][CH2:16][C@H:15]([CH:18]([CH2:24][CH3:25])[C:19]([O:21]CC)=[O:20])[CH2:14][CH2:13]2)=[CH:3][CH:2]=1.O.CO.[OH-].[Li+]. The catalyst is C1COCC1. The product is [N:1]1[C:10]2[C:5](=[CH:6][CH:7]=[CH:8][CH:9]=2)[C:4]([O:11][C@H:12]2[CH2:13][CH2:14][C@H:15]([CH:18]([CH2:24][CH3:25])[C:19]([OH:21])=[O:20])[CH2:16][CH2:17]2)=[CH:3][CH:2]=1. The yield is 0.910. (6) The reactants are [Cl:1][C:2]1[CH:7]=[C:6]([Cl:8])[CH:5]=[CH:4][C:3]=1[C:9]1[N:10]=[C:11](/[CH:15]=[CH:16]/[C:17]2[CH:22]=[CH:21][C:20]([C:23]3[CH:28]=[CH:27][C:26]([O:29][CH3:30])=[CH:25][CH:24]=3)=[CH:19][CH:18]=2)[N:12]([CH3:14])[CH:13]=1.C1(O)C=CC=CC=1.BrC[C:40]1[CH:49]=[CH:48][C:43]([C:44]([O:46]C)=[O:45])=[CH:42][CH:41]=1. No catalyst specified. The product is [Cl:1][C:2]1[CH:7]=[C:6]([Cl:8])[CH:5]=[CH:4][C:3]=1[C:9]1[N:10]=[C:11](/[CH:15]=[CH:16]/[C:17]2[CH:22]=[CH:21][C:20]([C:23]3[CH:24]=[CH:25][C:26]([O:29][CH2:30][C:40]4[CH:49]=[CH:48][C:43]([C:44]([OH:46])=[O:45])=[CH:42][CH:41]=4)=[CH:27][CH:28]=3)=[CH:19][CH:18]=2)[N:12]([CH3:14])[CH:13]=1. The yield is 0.440. (7) The reactants are Cl[C:2]1[C:3]([CH:8]2[CH2:11][N:10]([C:12]([O:14][C:15]([CH3:18])([CH3:17])[CH3:16])=[O:13])[CH2:9]2)=[N:4][CH:5]=[CH:6][N:7]=1.[NH2:19][CH2:20][CH2:21][CH:22]([CH3:25])[CH2:23][OH:24].[CH3:26]CN(CC)CC. The catalyst is CS(C)=O.O. The product is [C:15]([O:14][C:12]([N:10]1[CH2:11][CH:8]([C:3]2[C:2]([N:19]3[CH2:26][CH2:25][CH:22]([CH2:23][OH:24])[CH2:21][CH2:20]3)=[N:7][CH:6]=[CH:5][N:4]=2)[CH2:9]1)=[O:13])([CH3:18])([CH3:17])[CH3:16]. The yield is 0.800.